From a dataset of Forward reaction prediction with 1.9M reactions from USPTO patents (1976-2016). Predict the product of the given reaction. (1) Given the reactants Br[C:2]1[C:3]([C:21]([O:23][CH3:24])=[O:22])=[N:4][N:5]([CH2:13][CH2:14][CH2:15][NH:16][C:17]([O:19][CH3:20])=[O:18])[C:6]=1[C:7]1[CH:12]=[CH:11][CH:10]=[CH:9][N:8]=1.[CH3:25]B1OB(C)OB(C)O1.[K].C1(P(C2CCCCC2)C2C=CC=CC=2C2C(C(C)C)=CC(C(C)C)=CC=2C(C)C)CCCCC1, predict the reaction product. The product is: [CH3:20][O:19][C:17]([NH:16][CH2:15][CH2:14][CH2:13][N:5]1[C:6]([C:7]2[CH:12]=[CH:11][CH:10]=[CH:9][N:8]=2)=[C:2]([CH3:25])[C:3]([C:21]([O:23][CH3:24])=[O:22])=[N:4]1)=[O:18]. (2) Given the reactants [Br:1][C:2]1[C:7](F)=[CH:6][CH:5]=[C:4]([N+:9]([O-:11])=[O:10])[C:3]=1[NH:12][C:13]1[CH:18]=[CH:17][CH:16]=[CH:15][CH:14]=1.C(P(C(C)(C)C)C1C=CC=CC=1C1C(C(C)C)=CC(C(C)C)=CC=1C(C)C)(C)(C)C.[OH-:49].[K+], predict the reaction product. The product is: [Br:1][C:2]1[C:3]([NH:12][C:13]2[CH:18]=[CH:17][CH:16]=[CH:15][CH:14]=2)=[C:4]([N+:9]([O-:11])=[O:10])[CH:5]=[CH:6][C:7]=1[OH:49]. (3) Given the reactants I[C:2]1[CH:7]=[CH:6][C:5](/[CH:8]=[C:9](\[CH3:18])/[CH2:10][N:11]2[CH2:16][CH2:15][CH:14]([CH3:17])[CH2:13][CH2:12]2)=[CH:4][CH:3]=1.[Cl:19][C:20]1[CH:25]=[CH:24][C:23]([C:26]2[CH:27]=[C:28]([F:34])[C:29]([C:32]#[CH:33])=[N:30][CH:31]=2)=[CH:22][CH:21]=1, predict the reaction product. The product is: [Cl:19][C:20]1[CH:25]=[CH:24][C:23]([C:26]2[CH:27]=[C:28]([F:34])[C:29]([C:32]#[C:33][C:2]3[CH:7]=[CH:6][C:5](/[CH:8]=[C:9](\[CH3:18])/[CH2:10][N:11]4[CH2:16][CH2:15][CH:14]([CH3:17])[CH2:13][CH2:12]4)=[CH:4][CH:3]=3)=[N:30][CH:31]=2)=[CH:22][CH:21]=1.